Task: Predict the reaction yield, written as a fraction of the theoretical maximum amount of product (1.0 means a 100% yield; for example, 0.34 means a 34% yield).. Dataset: Reaction yield outcomes from USPTO patents with 853,638 reactions (1) The yield is 0.300. The reactants are [CH3:1][O:2][C:3](=[O:17])[CH2:4][CH2:5][NH:6][C:7](=[O:16])[C:8]1[CH:13]=[CH:12][C:11]([CH:14]=O)=[CH:10][CH:9]=1.C(OCC)(OCC)OCC.C([BH3-])#N.[Na+].[C:32]([C:36]1[CH:42]=[CH:41][C:39]([NH2:40])=[CH:38][CH:37]=1)([CH3:35])([CH3:34])[CH3:33].[Cl-].[Na+]. The product is [CH3:1][O:2][C:3](=[O:17])[CH2:4][CH2:5][NH:6][C:7](=[O:16])[C:8]1[CH:13]=[CH:12][C:11]([CH2:14][NH:40][C:39]2[CH:41]=[CH:42][C:36]([C:32]([CH3:35])([CH3:34])[CH3:33])=[CH:37][CH:38]=2)=[CH:10][CH:9]=1. The catalyst is CN(C=O)C.C(O)(=O)C. (2) The reactants are [CH2:1]([O:5][C:6]1[CH:10]=[C:9]([CH2:11][CH2:12][C:13]([OH:15])=O)[N:8]([CH2:16][C:17]2[CH:22]=[CH:21][C:20]([Cl:23])=[CH:19][C:18]=2[Cl:24])[N:7]=1)[CH2:2][CH2:3][CH3:4].[CH2:25]([S:30]([NH2:33])(=[O:32])=[O:31])[CH2:26][CH2:27][CH2:28][CH3:29].N12CCCN=C1CCCCC2. The catalyst is O1CCCC1. The product is [CH2:1]([O:5][C:6]1[CH:10]=[C:9]([CH2:11][CH2:12][C:13]([NH:33][S:30]([CH2:25][CH2:26][CH2:27][CH2:28][CH3:29])(=[O:32])=[O:31])=[O:15])[N:8]([CH2:16][C:17]2[CH:22]=[CH:21][C:20]([Cl:23])=[CH:19][C:18]=2[Cl:24])[N:7]=1)[CH2:2][CH2:3][CH3:4]. The yield is 0.660. (3) The reactants are [CH3:1][N:2]1[C:10]2[C:5](=[CH:6][CH:7]=[C:8]([N:11]3[CH:16]=[CH:15][C:14]([CH2:17][CH2:18][C:19]4[CH:24]=[CH:23][CH:22]=[CH:21][CH:20]=4)=[CH:13][C:12]3=[O:25])[CH:9]=2)[C:4]2[CH2:26][CH2:27][N:28](C(OC(C)(C)C)=O)[CH2:29][C:3]1=2.C1(N)C(F)=C(F)C(F)=C(N)C=1F.[ClH:49].Cl. No catalyst specified. The product is [ClH:49].[ClH:49].[CH3:1][N:2]1[C:10]2[C:5](=[CH:6][CH:7]=[C:8]([N:11]3[CH:16]=[CH:15][C:14]([CH2:17][CH2:18][C:19]4[CH:24]=[CH:23][CH:22]=[CH:21][CH:20]=4)=[CH:13][C:12]3=[O:25])[CH:9]=2)[C:4]2[CH2:26][CH2:27][NH:28][CH2:29][C:3]1=2. The yield is 0.510. (4) The reactants are [N+:1]([C:4]1[N:9]=[CH:8][C:7]([N:10]2[CH2:13][CH:12]([OH:14])[CH2:11]2)=[CH:6][CH:5]=1)([O-])=O. The catalyst is [Pd].C(O)C. The product is [NH2:1][C:4]1[N:9]=[CH:8][C:7]([N:10]2[CH2:11][CH:12]([OH:14])[CH2:13]2)=[CH:6][CH:5]=1. The yield is 0.850. (5) The reactants are C[O:2][C:3]([C:5]1[C:9]([NH:10][C:11](=[O:22])[CH2:12][O:13][C:14]2[CH:19]=[CH:18][C:17]([Cl:20])=[C:16]([Cl:21])[CH:15]=2)=[CH:8][S:7][CH:6]=1)=[O:4].[OH-].[Na+]. The catalyst is C(O)C. The product is [Cl:21][C:16]1[CH:15]=[C:14]([CH:19]=[CH:18][C:17]=1[Cl:20])[O:13][CH2:12][C:11]([NH:10][C:9]1[C:5]([C:3]([OH:4])=[O:2])=[CH:6][S:7][CH:8]=1)=[O:22]. The yield is 0.800. (6) The yield is 0.960. The product is [F:6][O:5][P:3]([CH2:7][C:8]1[CH:13]=[CH:12][C:11]([CH2:14][N:15]2[CH:19]=[CH:18][N:17]([CH2:20][C:21]3[CH:30]=[CH:29][C:24]([C:25]([OH:27])=[O:26])=[CH:23][CH:22]=3)[C:16]2=[O:31])=[CH:10][C:9]=1[Br:32])([O:2][F:1])=[O:4]. The reactants are [F:1][O:2][P:3]([CH2:7][C:8]1[CH:13]=[CH:12][C:11]([CH2:14][N:15]2[CH:19]=[CH:18][N:17]([CH2:20][C:21]3[CH:30]=[CH:29][C:24]([C:25]([O:27]C)=[O:26])=[CH:23][CH:22]=3)[C:16]2=[O:31])=[CH:10][C:9]=1[Br:32])([O:5][F:6])=[O:4]. The catalyst is [Li+].[OH-]. (7) The reactants are C([O:4][C:5]1[CH:10]=[CH:9][C:8]([CH:11]=[CH:12][CH2:13][O:14][CH:15]2[CH2:20][CH2:19][O:18][CH2:17][CH2:16]2)=[CH:7][CH:6]=1)(=O)C.[OH-].[Li+]. The catalyst is CO. The product is [O:18]1[CH2:17][CH2:16][CH:15]([O:14][CH2:13][CH:12]=[CH:11][C:8]2[CH:7]=[CH:6][C:5]([OH:4])=[CH:10][CH:9]=2)[CH2:20][CH2:19]1. The yield is 0.740. (8) The reactants are C(Cl)(=O)C(Cl)=O.[CH3:7][NH:8][S:9](=O)(=[O:11])[OH:10].[F:13][C:14]([F:29])([F:28])[C:15]1[CH:20]=[CH:19][C:18]([C:21]2[CH:26]=[CH:25][C:24]([NH2:27])=[CH:23][CH:22]=2)=[CH:17][CH:16]=1.N1C=CC=CC=1. The catalyst is ClCCl.O.[Cl-].[Na+].O. The product is [CH3:7][NH:8][S:9]([NH:27][C:24]1[CH:25]=[CH:26][C:21]([C:18]2[CH:19]=[CH:20][C:15]([C:14]([F:28])([F:29])[F:13])=[CH:16][CH:17]=2)=[CH:22][CH:23]=1)(=[O:11])=[O:10]. The yield is 0.570. (9) The catalyst is C(OCC)(=O)C.[Pt]. The product is [Br:1][C:2]1[N:7]=[C:6]([O:8][CH3:9])[C:5]([CH2:10][CH2:11][C:12]([O:14][C:15]([CH3:18])([CH3:17])[CH3:16])=[O:13])=[CH:4][CH:3]=1. The yield is 0.900. The reactants are [Br:1][C:2]1[N:7]=[C:6]([O:8][CH3:9])[C:5]([CH:10]=[CH:11][C:12]([O:14][C:15]([CH3:18])([CH3:17])[CH3:16])=[O:13])=[CH:4][CH:3]=1.[H][H].